Dataset: Catalyst prediction with 721,799 reactions and 888 catalyst types from USPTO. Task: Predict which catalyst facilitates the given reaction. (1) Reactant: S(Cl)(Cl)=O.[C:5]([C@H:8]1[C:17]2[C:12](=[CH:13][CH:14]=[CH:15][CH:16]=2)[C:11](=[O:18])[N:10]([CH2:19][CH2:20][CH2:21][Cl:22])[C@H:9]1[C:23]1[CH:28]=[CH:27][C:26]([O:29][CH3:30])=[CH:25][CH:24]=1)(O)=[O:6].[Cl-].[Al+3].[Cl-].[Cl-]. Product: [Cl:22][CH2:21][CH2:20][CH2:19][N:10]1[C:9]2[C:23]3[CH:28]=[CH:27][C:26]([O:29][CH3:30])=[CH:25][C:24]=3[C:5](=[O:6])[C:8]=2[C:17]2[C:12](=[CH:13][CH:14]=[CH:15][CH:16]=2)[C:11]1=[O:18]. The catalyst class is: 48. (2) Reactant: [CH3:1][N:2]([CH3:8])[C:3]([CH3:7])([CH3:6])[CH2:4][OH:5].[H-].[Na+].C1OCCOCCOCCOCCOC1.[Cl:26][C:27]1[CH:28]=[C:29]([CH:42]=[CH:43][C:44]=1[O:45][CH2:46][C:47]1[CH:52]=[CH:51][CH:50]=[CH:49][N:48]=1)[NH:30][C:31]1[C:40]2[C:35](=[CH:36][CH:37]=[CH:38][C:39]=2F)[N:34]=[CH:33][N:32]=1. Product: [Cl:26][C:27]1[CH:28]=[C:29]([NH:30][C:31]2[C:40]3[C:35](=[CH:36][CH:37]=[CH:38][C:39]=3[O:5][CH2:4][C:3]([N:2]([CH3:8])[CH3:1])([CH3:7])[CH3:6])[N:34]=[CH:33][N:32]=2)[CH:42]=[CH:43][C:44]=1[O:45][CH2:46][C:47]1[CH:52]=[CH:51][CH:50]=[CH:49][N:48]=1. The catalyst class is: 44. (3) Reactant: [CH3:1][CH:2]([CH3:35])[CH2:3][CH2:4][N:5]1[CH2:10][CH2:9][CH:8]([N:11]([CH2:25][C:26]2[CH:31]=[CH:30][C:29]([N+:32]([O-])=O)=[CH:28][CH:27]=2)[C:12](=[O:24])[C:13]2[CH:18]=[CH:17][C:16]([CH2:19][CH2:20][CH2:21][CH2:22][CH3:23])=[CH:15][CH:14]=2)[CH2:7][CH2:6]1. Product: [NH2:32][C:29]1[CH:28]=[CH:27][C:26]([CH2:25][N:11]([CH:8]2[CH2:9][CH2:10][N:5]([CH2:4][CH2:3][CH:2]([CH3:1])[CH3:35])[CH2:6][CH2:7]2)[C:12](=[O:24])[C:13]2[CH:14]=[CH:15][C:16]([CH2:19][CH2:20][CH2:21][CH2:22][CH3:23])=[CH:17][CH:18]=2)=[CH:31][CH:30]=1. The catalyst class is: 78. (4) Reactant: CC(OI1(OC(C)=O)(OC(C)=O)OC(=O)C2C=CC=CC1=2)=O.[Cl:23][C:24]1[CH:25]=[C:26]([C:34]2[O:38][N:37]=[C:36]([C:39]3[CH:40]=[CH:41][C:42]4[O:48][CH2:47][CH:46]([CH2:49][OH:50])[N:45]([C:51]([O:53][C:54]([CH3:57])([CH3:56])[CH3:55])=[O:52])[CH2:44][C:43]=4[CH:58]=3)[N:35]=2)[CH:27]=[CH:28][C:29]=1[O:30][CH:31]([CH3:33])[CH3:32]. Product: [Cl:23][C:24]1[CH:25]=[C:26]([C:34]2[O:38][N:37]=[C:36]([C:39]3[CH:40]=[CH:41][C:42]4[O:48][CH2:47][CH:46]([CH:49]=[O:50])[N:45]([C:51]([O:53][C:54]([CH3:55])([CH3:57])[CH3:56])=[O:52])[CH2:44][C:43]=4[CH:58]=3)[N:35]=2)[CH:27]=[CH:28][C:29]=1[O:30][CH:31]([CH3:32])[CH3:33]. The catalyst class is: 2. (5) Reactant: B(Cl)([C@@H]1[C@@H](C)[C@@H]2C(C)(C)[C@@H](C2)C1)[C@@H]1[C@@H](C)[C@@H]2C(C)(C)[C@@H](C2)C1.[C:23]([O:27][C:28]([N:30]1[CH2:35][CH2:34][CH:33]([C:36](=[O:44])[C:37]2[CH:42]=[CH:41][C:40]([Br:43])=[CH:39][CH:38]=2)[CH2:32][CH2:31]1)=[O:29])([CH3:26])([CH3:25])[CH3:24]. Product: [C:23]([O:27][C:28]([N:30]1[CH2:31][CH2:32][CH:33]([C@H:36]([C:37]2[CH:42]=[CH:41][C:40]([Br:43])=[CH:39][CH:38]=2)[OH:44])[CH2:34][CH2:35]1)=[O:29])([CH3:26])([CH3:24])[CH3:25]. The catalyst class is: 1.